Dataset: Catalyst prediction with 721,799 reactions and 888 catalyst types from USPTO. Task: Predict which catalyst facilitates the given reaction. (1) Reactant: [C:1]([C:5]1[CH:41]=[CH:40][C:8]([CH2:9][N:10]2[C:14](=[O:15])[N:13]([CH2:16][CH2:17][CH3:18])[C:12]([CH2:19][O:20]C(C3C=CC=CC=3)(C3C=CC=CC=3)C3C=CC=CC=3)=[N:11]2)=[CH:7][CH:6]=1)([CH3:4])([CH3:3])[CH3:2].C(O)(C(F)(F)F)=O. Product: [C:1]([C:5]1[CH:41]=[CH:40][C:8]([CH2:9][N:10]2[C:14](=[O:15])[N:13]([CH2:16][CH2:17][CH3:18])[C:12]([CH2:19][OH:20])=[N:11]2)=[CH:7][CH:6]=1)([CH3:2])([CH3:3])[CH3:4]. The catalyst class is: 4. (2) Reactant: [N:1]1[C:2]([NH2:10])=[N:3][N:4]2[CH:9]=[CH:8][N:7]=[CH:6][C:5]=12.[CH3:11][C:12]([O:15][C:16](O[C:16]([O:15][C:12]([CH3:14])([CH3:13])[CH3:11])=[O:17])=[O:17])([CH3:14])[CH3:13].[Li+].C[Si]([N-][Si](C)(C)C)(C)C. Product: [C:12]([O:15][C:16](=[O:17])[NH:10][C:2]1[N:1]=[C:5]2[CH:6]=[N:7][CH:8]=[CH:9][N:4]2[N:3]=1)([CH3:14])([CH3:13])[CH3:11]. The catalyst class is: 1.